From a dataset of Catalyst prediction with 721,799 reactions and 888 catalyst types from USPTO. Predict which catalyst facilitates the given reaction. (1) Reactant: [CH3:1][O:2][C:3](=[O:16])[C:4]1[CH:9]=[CH:8][C:7]([CH2:10]Br)=[C:6]([C:12]([F:15])([F:14])[F:13])[CH:5]=1.[CH3:17][O:18][CH2:19][CH2:20][NH2:21]. Product: [CH3:17][O:18][CH2:19][CH2:20][NH:21][CH2:10][C:7]1[CH:8]=[CH:9][C:4]([C:3]([O:2][CH3:1])=[O:16])=[CH:5][C:6]=1[C:12]([F:15])([F:14])[F:13]. The catalyst class is: 807. (2) Reactant: [CH:1]1([CH:4]=[CH:5][C:6]2[CH:7]=[C:8]([CH:12]=[C:13]([N:15]([CH3:20])[S:16]([CH3:19])(=[O:18])=[O:17])[CH:14]=2)[C:9]([OH:11])=[O:10])[CH2:3][CH2:2]1.CO. The catalyst class is: 153. Product: [CH:1]1([CH2:4][CH2:5][C:6]2[CH:7]=[C:8]([CH:12]=[C:13]([N:15]([CH3:20])[S:16]([CH3:19])(=[O:18])=[O:17])[CH:14]=2)[C:9]([OH:11])=[O:10])[CH2:3][CH2:2]1. (3) Reactant: [CH2:1]([O:4][C:5]([N:7]([CH2:14][C:15]1[CH:20]=[CH:19][C:18]([NH:21][CH2:22][CH:23]2[CH2:27][CH2:26][CH2:25][N:24]2[C:28]([O:30][C:31]([CH3:34])([CH3:33])[CH3:32])=[O:29])=[C:17]([NH2:35])[CH:16]=1)[C@H:8]([C:10]([CH3:13])([CH3:12])[CH3:11])[CH3:9])=[O:6])[CH:2]=[CH2:3].[N:36]#[C:37]Br. Product: [CH2:1]([O:4][C:5]([N:7]([CH2:14][C:15]1[CH:20]=[CH:19][C:18]2[N:21]([CH2:22][CH:23]3[CH2:27][CH2:26][CH2:25][N:24]3[C:28]([O:30][C:31]([CH3:34])([CH3:33])[CH3:32])=[O:29])[C:37](=[NH:36])[NH:35][C:17]=2[CH:16]=1)[C@H:8]([C:10]([CH3:12])([CH3:13])[CH3:11])[CH3:9])=[O:6])[CH:2]=[CH2:3]. The catalyst class is: 8. (4) Reactant: [CH3:1][Si:2]([CH2:5][Mg]Cl)([CH3:4])[CH3:3].[O:8]1[CH2:13][CH2:12][CH2:11][O:10][CH:9]1[C:14]1[CH:19]=[CH:18][C:17]([C:20]2[S:21][C:22]3[C:27]([N:28]=2)=[CH:26][CH:25]=[C:24]([C:29]([CH:31]2[CH2:34][CH2:33][CH2:32]2)=[O:30])[N:23]=3)=[C:16]([F:35])[CH:15]=1. Product: [O:10]1[CH2:11][CH2:12][CH2:13][O:8][CH:9]1[C:14]1[CH:19]=[CH:18][C:17]([C:20]2[S:21][C:22]3[C:27]([N:28]=2)=[CH:26][CH:25]=[C:24]([C:29]([CH:31]2[CH2:32][CH2:33][CH2:34]2)([OH:30])[CH2:5][Si:2]([CH3:3])([CH3:4])[CH3:1])[N:23]=3)=[C:16]([F:35])[CH:15]=1. The catalyst class is: 1.